Dataset: Catalyst prediction with 721,799 reactions and 888 catalyst types from USPTO. Task: Predict which catalyst facilitates the given reaction. Reactant: [Cl:1][C:2]1[CH:10]=[CH:9][C:5]([C:6](O)=[O:7])=[C:4]([NH:11][S:12]([C:15]2[CH:20]=[CH:19][C:18]([Cl:21])=[C:17]([C:22]([F:25])([F:24])[F:23])[CH:16]=2)(=[O:14])=[O:13])[CH:3]=1.C(=O)=O.Cl.[CH3:30][NH:31][O:32][CH3:33].O. Product: [Cl:1][C:2]1[CH:10]=[CH:9][C:5]([C:6]([N:31]([O:32][CH3:33])[CH3:30])=[O:7])=[C:4]([NH:11][S:12]([C:15]2[CH:20]=[CH:19][C:18]([Cl:21])=[C:17]([C:22]([F:24])([F:25])[F:23])[CH:16]=2)(=[O:14])=[O:13])[CH:3]=1. The catalyst class is: 49.